Dataset: Forward reaction prediction with 1.9M reactions from USPTO patents (1976-2016). Task: Predict the product of the given reaction. (1) Given the reactants [Br:1][C:2]1[C:10]([C:11]2[CH:12]=[CH:13][C:14]([NH2:17])=[N:15][CH:16]=2)=[CH:9][C:5]2[O:6][CH2:7][CH2:8][C:4]=2[CH:3]=1.[F:18][C:19]1[CH:27]=[CH:26][CH:25]=[CH:24][C:20]=1[C:21](Cl)=[O:22].CCN(C(C)C)C(C)C.C([O-])(O)=O.[Na+].C(Cl)Cl, predict the reaction product. The product is: [Br:1][C:2]1[C:10]([C:11]2[CH:12]=[CH:13][C:14]([NH:17][C:21]([C:20]3[CH:24]=[CH:25][CH:26]=[CH:27][C:19]=3[F:18])=[O:22])=[N:15][CH:16]=2)=[CH:9][C:5]2[O:6][CH2:7][CH2:8][C:4]=2[CH:3]=1. (2) Given the reactants [N+:1]([C:4]1[CH:5]=[N:6][CH:7]=[CH:8][C:9]=1[O:10][C@@H:11]1[CH2:16][CH2:15][CH2:14][N:13]([C:17]([O:19][C:20]([CH3:23])([CH3:22])[CH3:21])=[O:18])[CH2:12]1)([O-])=O, predict the reaction product. The product is: [NH2:1][C:4]1[CH:5]=[N:6][CH:7]=[CH:8][C:9]=1[O:10][C@@H:11]1[CH2:16][CH2:15][CH2:14][N:13]([C:17]([O:19][C:20]([CH3:23])([CH3:22])[CH3:21])=[O:18])[CH2:12]1. (3) Given the reactants [CH3:1][C:2]1[CH:7]=[C:6]([N:8]2[CH2:12][CH2:11][CH:10]([CH2:13][N:14]3[CH2:18][CH2:17][CH2:16][CH:15]3[CH3:19])[CH2:9]2)[CH:5]=[CH:4][C:3]=1[NH2:20].[C:21]([N:24]1[CH2:29][CH2:28][CH2:27][CH:26]([C:30]2[CH:38]=[CH:37][C:33]([C:34](O)=[O:35])=[CH:32][CH:31]=2)[CH2:25]1)(=[O:23])[CH3:22], predict the reaction product. The product is: [C:21]([N:24]1[CH2:29][CH2:28][CH2:27][CH:26]([C:30]2[CH:31]=[CH:32][C:33]([C:34]([NH:20][C:3]3[CH:4]=[CH:5][C:6]([N:8]4[CH2:12][CH2:11][CH:10]([CH2:13][N:14]5[CH2:18][CH2:17][CH2:16][CH:15]5[CH3:19])[CH2:9]4)=[CH:7][C:2]=3[CH3:1])=[O:35])=[CH:37][CH:38]=2)[CH2:25]1)(=[O:23])[CH3:22].